Dataset: Peptide-MHC class I binding affinity with 185,985 pairs from IEDB/IMGT. Task: Regression. Given a peptide amino acid sequence and an MHC pseudo amino acid sequence, predict their binding affinity value. This is MHC class I binding data. (1) The peptide sequence is ILLLIGICVA. The MHC is HLA-A02:01 with pseudo-sequence HLA-A02:01. The binding affinity (normalized) is 0.397. (2) The MHC is HLA-B39:01 with pseudo-sequence HLA-B39:01. The binding affinity (normalized) is 0.0847. The peptide sequence is NIVFSPFGY. (3) The peptide sequence is KLPSDYFPSV. The MHC is HLA-A02:01 with pseudo-sequence HLA-A02:01. The binding affinity (normalized) is 0.773. (4) The peptide sequence is TSAPTTCSVL. The MHC is HLA-B35:01 with pseudo-sequence HLA-B35:01. The binding affinity (normalized) is 0. (5) The peptide sequence is DTLVKSGLT. The MHC is HLA-A02:03 with pseudo-sequence HLA-A02:03. The binding affinity (normalized) is 0.264. (6) The peptide sequence is YLMCLSPLM. The MHC is HLA-A02:06 with pseudo-sequence HLA-A02:06. The binding affinity (normalized) is 0.989. (7) The peptide sequence is TLNHNCINV. The MHC is HLA-A02:16 with pseudo-sequence HLA-A02:16. The binding affinity (normalized) is 0.898.